From a dataset of Retrosynthesis with 50K atom-mapped reactions and 10 reaction types from USPTO. Predict the reactants needed to synthesize the given product. Given the product CC(=O)Nc1ccc(C2=NNC(=O)C(C)C2)cc1N, predict the reactants needed to synthesize it. The reactants are: CC(=O)Nc1ccc(C2=NNC(=O)C(C)C2)cc1[N+](=O)[O-].